Dataset: Full USPTO retrosynthesis dataset with 1.9M reactions from patents (1976-2016). Task: Predict the reactants needed to synthesize the given product. (1) Given the product [Cl:23][C:21]1[CH:20]=[CH:19][C:16]([C:17]#[N:18])=[C:15]([C:4]2[CH:5]=[C:6]([O:9][CH3:10])[N:7]=[CH:8][C:3]=2[C:1]#[N:2])[CH:22]=1, predict the reactants needed to synthesize it. The reactants are: [C:1]([C:3]1[C:4](B(O)O)=[CH:5][C:6]([O:9][CH3:10])=[N:7][CH:8]=1)#[N:2].Br[C:15]1[CH:22]=[C:21]([Cl:23])[CH:20]=[CH:19][C:16]=1[C:17]#[N:18]. (2) The reactants are: [Cl:1][C:2]1[C:3]([NH:17][CH:18]2[CH2:35][CH2:34][C:21]3([CH2:26][CH2:25][N:24](C(OC(C)(C)C)=O)[CH2:23][CH2:22]3)[CH2:20][CH2:19]2)=[N:4][C:5]([NH:8][C:9]2[CH:10]=[N:11][N:12]([CH2:14][CH2:15][OH:16])[CH:13]=2)=[N:6][CH:7]=1.Cl.CCOC(C)=O. Given the product [CH2:22]1[C:21]2([CH2:34][CH2:35][CH:18]([NH:17][C:3]3[C:2]([Cl:1])=[CH:7][N:6]=[C:5]([NH:8][C:9]4[CH:10]=[N:11][N:12]([CH2:14][CH2:15][OH:16])[CH:13]=4)[N:4]=3)[CH2:19][CH2:20]2)[CH2:26][CH2:25][NH:24][CH2:23]1, predict the reactants needed to synthesize it.